From a dataset of Catalyst prediction with 721,799 reactions and 888 catalyst types from USPTO. Predict which catalyst facilitates the given reaction. (1) Reactant: Cl.[NH2:2][OH:3].C(N(CC)CC)C.[CH2:11]([C:13]1[C:14]([CH:28]=O)=[N:15][N:16]([C:22]2[CH:27]=[CH:26][CH:25]=[CH:24][CH:23]=2)[C:17]=1[CH2:18][CH:19]([CH3:21])[CH3:20])[CH3:12].O. Product: [CH2:11]([C:13]1[C:14]([CH2:28][NH:2][OH:3])=[N:15][N:16]([C:22]2[CH:27]=[CH:26][CH:25]=[CH:24][CH:23]=2)[C:17]=1[CH2:18][CH:19]([CH3:21])[CH3:20])[CH3:12]. The catalyst class is: 4. (2) Reactant: [C:1]([O:5][C:6]([NH:8][CH2:9][CH2:10][O:11][C:12]1[CH:13]=[C:14]([C:22](OC)=[O:23])[C:15](=[CH:20][CH:21]=1)[C:16](OC)=[O:17])=[O:7])([CH3:4])([CH3:3])[CH3:2].[H-].[Al+3].[Li+].[H-].[H-].[H-]. Product: [OH:23][CH2:22][C:14]1[CH:13]=[C:12]([CH:21]=[CH:20][C:15]=1[CH2:16][OH:17])[O:11][CH2:10][CH2:9][NH:8][C:6](=[O:7])[O:5][C:1]([CH3:4])([CH3:3])[CH3:2]. The catalyst class is: 1.